Predict the product of the given reaction. From a dataset of Forward reaction prediction with 1.9M reactions from USPTO patents (1976-2016). (1) The product is: [Br:12][C:8]1[CH:9]=[C:2]([F:1])[C:3]([O:10][CH3:11])=[CH:4][C:5]=1[CH:6]=[O:7]. Given the reactants [F:1][C:2]1[CH:9]=[CH:8][C:5]([CH:6]=[O:7])=[CH:4][C:3]=1[O:10][CH3:11].[Br-:12].[K+].BrBr, predict the reaction product. (2) Given the reactants CO[C:3]([C:5]1[CH:6]=[N:7][C:8]([N:11]2[CH2:36][CH2:35][C:14]3[NH:15][C:16]4[CH:17]=[CH:18][C:19]([C:22]5[O:23][C:24]([CH2:27][N:28]6[CH2:33][CH2:32][N:31]([CH3:34])[CH2:30][CH2:29]6)=[CH:25][CH:26]=5)=[CH:20][C:21]=4[C:13]=3[CH2:12]2)=[N:9][CH:10]=1)=[O:4].C(Cl)Cl.[NH2:40][OH:41].[OH-].[Na+], predict the reaction product. The product is: [OH:41][NH:40][C:3]([C:5]1[CH:10]=[N:9][C:8]([N:11]2[CH2:36][CH2:35][C:14]3[NH:15][C:16]4[CH:17]=[CH:18][C:19]([C:22]5[O:23][C:24]([CH2:27][N:28]6[CH2:33][CH2:32][N:31]([CH3:34])[CH2:30][CH2:29]6)=[CH:25][CH:26]=5)=[CH:20][C:21]=4[C:13]=3[CH2:12]2)=[N:7][CH:6]=1)=[O:4]. (3) Given the reactants [C:1]([O:5][C:6]([NH:8][C:9](=[N:20][C:21]([O:23][C:24]([CH3:27])([CH3:26])[CH3:25])=[O:22])[NH:10][C:11]1[CH:19]=[CH:18][C:14]([C:15]([OH:17])=[O:16])=[CH:13][CH:12]=1)=[O:7])([CH3:4])([CH3:3])[CH3:2].Cl.CN(C)CCCN=C=NCC.O[C:41]1[CH:46]=[CH:45][C:44]([CH2:47][CH2:48][CH2:49][C:50]([O:52][CH2:53][C:54]2[CH:59]=[CH:58][CH:57]=[CH:56][CH:55]=2)=[O:51])=[CH:43][CH:42]=1.Cl, predict the reaction product. The product is: [C:24]([O:23][C:21]([NH:20][C:9](=[N:8][C:6]([O:5][C:1]([CH3:4])([CH3:3])[CH3:2])=[O:7])[NH:10][C:11]1[CH:19]=[CH:18][C:14]([C:15]([O:17][C:41]2[CH:42]=[CH:43][C:44]([CH2:47][CH2:48][CH2:49][C:50]([O:52][CH2:53][C:54]3[CH:59]=[CH:58][CH:57]=[CH:56][CH:55]=3)=[O:51])=[CH:45][CH:46]=2)=[O:16])=[CH:13][CH:12]=1)=[O:22])([CH3:27])([CH3:26])[CH3:25]. (4) Given the reactants [NH2:1][C:2]1[CH:7]=[CH:6][C:5]([C:8]2[CH:16]=[C:15]3[C:11]([CH2:12][N:13]([C@@H:18]([CH:23]([CH3:25])[CH3:24])[C:19]([O:21][CH3:22])=[O:20])[C:14]3=[O:17])=[CH:10][CH:9]=2)=[CH:4][CH:3]=1.[Cl:26][C:27]1[CH:28]=[CH:29][C:30]([O:36][C:37]2[CH:42]=[CH:41][CH:40]=[CH:39][CH:38]=2)=[C:31]([N:33]=[C:34]=[O:35])[CH:32]=1, predict the reaction product. The product is: [Cl:26][C:27]1[CH:28]=[CH:29][C:30]([O:36][C:37]2[CH:38]=[CH:39][CH:40]=[CH:41][CH:42]=2)=[C:31]([NH:33][C:34](=[O:35])[NH:1][C:2]2[CH:3]=[CH:4][C:5]([C:8]3[CH:16]=[C:15]4[C:11]([CH2:12][N:13]([C@@H:18]([CH:23]([CH3:25])[CH3:24])[C:19]([O:21][CH3:22])=[O:20])[C:14]4=[O:17])=[CH:10][CH:9]=3)=[CH:6][CH:7]=2)[CH:32]=1. (5) Given the reactants [CH2:1]([C:3]1[C:7]([S:8][C:9]2[CH:14]=[CH:13][C:12]([F:15])=[CH:11][CH:10]=2)=[C:6]([CH2:16][CH3:17])[N:5]([CH:18]([CH3:22])[C:19](N)=[O:20])[N:4]=1)[CH3:2].[ClH:23].[CH3:24]COCC, predict the reaction product. The product is: [ClH:23].[ClH:23].[CH2:1]([C:3]1[C:7]([S:8][C:9]2[CH:14]=[CH:13][C:12]([F:15])=[CH:11][CH:10]=2)=[C:6]([CH2:16][CH3:17])[N:5]([CH:18]([CH3:22])[C:19](=[O:20])[CH3:24])[N:4]=1)[CH3:2]. (6) Given the reactants Cl[C:2]1[N:7]=[CH:6][C:5]([C:8]2[C:16]3[C:11](=[CH:12][C:13]([F:17])=[CH:14][CH:15]=3)[N:10]([S:18]([C:21]3[CH:26]=[CH:25][CH:24]=[CH:23][CH:22]=3)(=[O:20])=[O:19])[CH:9]=2)=[CH:4][CH:3]=1.[CH3:27][NH:28][CH3:29], predict the reaction product. The product is: [F:17][C:13]1[CH:12]=[C:11]2[C:16]([C:8]([C:5]3[CH:4]=[CH:3][C:2]([N:28]([CH3:29])[CH3:27])=[N:7][CH:6]=3)=[CH:9][N:10]2[S:18]([C:21]2[CH:26]=[CH:25][CH:24]=[CH:23][CH:22]=2)(=[O:20])=[O:19])=[CH:15][CH:14]=1.